Dataset: CYP2D6 inhibition data for predicting drug metabolism from PubChem BioAssay. Task: Regression/Classification. Given a drug SMILES string, predict its absorption, distribution, metabolism, or excretion properties. Task type varies by dataset: regression for continuous measurements (e.g., permeability, clearance, half-life) or binary classification for categorical outcomes (e.g., BBB penetration, CYP inhibition). Dataset: cyp2d6_veith. (1) The drug is CCN(CC)Cc1c(O)ccc2c(=O)c(Oc3ccccc3OC)coc12. The result is 0 (non-inhibitor). (2) The compound is COc1ccc(N2CCN(c3oc(Cc4cccc5ccccc45)nc3C#N)CC2)cc1. The result is 0 (non-inhibitor). (3) The compound is COC(=O)c1ccc(COc2ccccc2/C=N/NS(=O)(=O)c2ccc(C)cc2)cc1. The result is 0 (non-inhibitor). (4) The compound is CCCN1CCC(=NNC(=O)c2ccc(Br)o2)CC1. The result is 1 (inhibitor). (5) The drug is COCC(=O)N1CCC2(CCCN(Cc3nccs3)C2)CC1. The result is 0 (non-inhibitor).